This data is from Forward reaction prediction with 1.9M reactions from USPTO patents (1976-2016). The task is: Predict the product of the given reaction. The product is: [C:3]1([C:9]2[CH:10]=[CH:11][C:12]3[C:22]4([C:35]5[CH:34]=[CH:33][CH:32]=[CH:31][C:30]=5[O:29][C:28]5[C:23]4=[CH:24][CH:25]=[CH:26][CH:27]=5)[C:21]4[C:16](=[CH:17][C:18]([C:36]5[CH:37]=[CH:38][CH:39]=[CH:40][CH:41]=5)=[CH:19][CH:20]=4)[N:15]([C:43]4[N:44]=[C:45]([C:55]5[CH:60]=[CH:59][CH:58]=[CH:57][CH:56]=5)[CH:46]=[C:47]([C:49]5[CH:50]=[CH:51][CH:52]=[CH:53][CH:54]=5)[N:48]=4)[C:13]=3[CH:14]=2)[CH:4]=[CH:5][CH:6]=[CH:7][CH:8]=1. Given the reactants [H-].[Na+].[C:3]1([C:9]2[CH:10]=[CH:11][C:12]3[C:22]4([C:35]5[CH:34]=[CH:33][CH:32]=[CH:31][C:30]=5[O:29][C:28]5[C:23]4=[CH:24][CH:25]=[CH:26][CH:27]=5)[C:21]4[C:16](=[CH:17][C:18]([C:36]5[CH:41]=[CH:40][CH:39]=[CH:38][CH:37]=5)=[CH:19][CH:20]=4)[NH:15][C:13]=3[CH:14]=2)[CH:8]=[CH:7][CH:6]=[CH:5][CH:4]=1.Cl[C:43]1[N:48]=[C:47]([C:49]2[CH:54]=[CH:53][CH:52]=[CH:51][CH:50]=2)[CH:46]=[C:45]([C:55]2[CH:60]=[CH:59][CH:58]=[CH:57][CH:56]=2)[N:44]=1, predict the reaction product.